This data is from Reaction yield outcomes from USPTO patents with 853,638 reactions. The task is: Predict the reaction yield, written as a fraction of the theoretical maximum amount of product (1.0 means a 100% yield; for example, 0.34 means a 34% yield). The product is [O:10]1[C:9]2[CH:14]=[CH:15][C:6]([NH:5][C:3](=[O:4])[CH2:2][NH:26][CH2:25][CH2:24][O:23][CH3:22])=[CH:7][C:8]=2[O:13][CH2:12][CH2:11]1. The reactants are Cl[CH2:2][C:3]([NH:5][C:6]1[CH:15]=[CH:14][C:9]2[O:10][CH2:11][CH2:12][O:13][C:8]=2[CH:7]=1)=[O:4].C(=O)([O-])[O-].[K+].[K+].[CH3:22][O:23][CH2:24][CH2:25][NH2:26].CN(C=O)C. The yield is 0.360. The catalyst is O.